Dataset: Retrosynthesis with 50K atom-mapped reactions and 10 reaction types from USPTO. Task: Predict the reactants needed to synthesize the given product. (1) Given the product O=C1CC(=O)C2C3C=CC(CC3)C12, predict the reactants needed to synthesize it. The reactants are: C1=CCCC=C1.O=C1C=CC(=O)C1. (2) Given the product COc1cc(OC2CCN(C)C2)ccc1[N+](=O)[O-], predict the reactants needed to synthesize it. The reactants are: CN1CCC(O)C1.COc1cc(F)ccc1[N+](=O)[O-]. (3) Given the product CC(C)Nc1cc(Cl)ncc1C(=O)NCCC1(O)CCOCC1, predict the reactants needed to synthesize it. The reactants are: CC(C)Nc1cc(Cl)ncc1C(=O)O.NCCC1(O)CCOCC1.